From a dataset of Catalyst prediction with 721,799 reactions and 888 catalyst types from USPTO. Predict which catalyst facilitates the given reaction. (1) Reactant: [C:1]([O:4][C@H:5]1[C@@H:10]([O:11][C:12](=[O:14])[CH3:13])[CH:9]=[CH:8][O:7][CH2:6]1)(=[O:3])[CH3:2]. Product: [C:1]([O:4][C@H:5]1[C@@H:10]([O:11][C:12](=[O:14])[CH3:13])[CH2:9][CH2:8][O:7][CH2:6]1)(=[O:3])[CH3:2]. The catalyst class is: 19. (2) Reactant: [CH:1]1[CH:2]=[CH:3][N:4]2[CH2:10][C:9]3[CH:11]=[CH:12][CH:13]=[CH:14][C:8]=3[NH:7][CH2:6][C:5]=12.C(N(CC)C(C)C)(C)C.[Br:24][C:25]1[CH:26]=[C:27]([CH:31]=[CH:32][CH:33]=1)[C:28](Cl)=[O:29]. Product: [Br:24][C:25]1[CH:26]=[C:27]([CH:31]=[CH:32][CH:33]=1)[C:28]([N:7]1[C:8]2[CH:14]=[CH:13][CH:12]=[CH:11][C:9]=2[CH2:10][N:4]2[CH:3]=[CH:2][CH:1]=[C:5]2[CH2:6]1)=[O:29]. The catalyst class is: 4. (3) Reactant: [NH2:1][C:2]1[CH:3]=[CH:4][C:5]([Cl:29])=[C:6]([C:8]2[CH:13]=[CH:12][N:11]=[C:10]3[NH:14][C:15]([C:17]4[CH2:18][N:19]([C:22]([O:24][C:25]([CH3:28])([CH3:27])[CH3:26])=[O:23])[CH2:20][CH:21]=4)=[CH:16][C:9]=23)[CH:7]=1.C(N(CC)CC)C.C(O)(=O)C.[CH:41](=O)[C:42]1[CH:47]=[CH:46][CH:45]=[N:44][CH:43]=1.C([BH3-])#N. Product: [Cl:29][C:5]1[CH:4]=[CH:3][C:2]([NH:1][CH2:41][C:42]2[CH:43]=[N:44][CH:45]=[CH:46][CH:47]=2)=[CH:7][C:6]=1[C:8]1[CH:13]=[CH:12][N:11]=[C:10]2[NH:14][C:15]([C:17]3[CH2:18][N:19]([C:22]([O:24][C:25]([CH3:26])([CH3:28])[CH3:27])=[O:23])[CH2:20][CH:21]=3)=[CH:16][C:9]=12. The catalyst class is: 98. (4) Reactant: [N:1]1[CH:6]=[CH:5][C:4]([C:7]2[CH:13]=[CH:12][C:10]([NH2:11])=[CH:9][CH:8]=2)=[CH:3][CH:2]=1.[CH2:14]([O:21][C:22](Cl)=[O:23])[C:15]1[CH:20]=[CH:19][CH:18]=[CH:17][CH:16]=1. Product: [N:1]1[CH:6]=[CH:5][C:4]([C:7]2[CH:13]=[CH:12][C:10]([NH:11][C:22](=[O:23])[O:21][CH2:14][C:15]3[CH:20]=[CH:19][CH:18]=[CH:17][CH:16]=3)=[CH:9][CH:8]=2)=[CH:3][CH:2]=1. The catalyst class is: 272. (5) Reactant: [C:1]1([S:7]([CH:10]([NH2:30])[C:11]2[N:16]([CH3:17])[C:15]([C:18]([OH:20])=[O:19])=[C:14]([O:21]CC3C=CC=CC=3)[C:13](=[O:29])[CH:12]=2)(=[O:9])=[O:8])[CH:6]=[CH:5][CH:4]=[CH:3][CH:2]=1.S(=O)(=O)(O)O. Product: [C:1]1([S:7]([CH:10]([NH2:30])[C:11]2[N:16]([CH3:17])[C:15]([C:18]([OH:20])=[O:19])=[C:14]([OH:21])[C:13](=[O:29])[CH:12]=2)(=[O:9])=[O:8])[CH:6]=[CH:5][CH:4]=[CH:3][CH:2]=1. The catalyst class is: 15. (6) Reactant: C[O:2][C:3](=O)[C:4]1[CH:9]=[C:8]([C:10]#[N:11])[CH:7]=[CH:6][C:5]=1[CH2:12][N:13]([CH2:24][C:25]1[C:30]([CH3:31])=[CH:29][C:28]([CH3:32])=[CH:27][N:26]=1)[CH:14]1[C:23]2[N:22]=[CH:21][CH:20]=[CH:19][C:18]=2[CH2:17][CH2:16][CH2:15]1.[Li+].[BH4-].N#N. Product: [CH3:31][C:30]1[C:25]([CH2:24][N:13]([CH2:12][C:5]2[CH:6]=[CH:7][C:8]([C:10]#[N:11])=[CH:9][C:4]=2[CH2:3][OH:2])[CH:14]2[C:23]3[N:22]=[CH:21][CH:20]=[CH:19][C:18]=3[CH2:17][CH2:16][CH2:15]2)=[N:26][CH:27]=[C:28]([CH3:32])[CH:29]=1. The catalyst class is: 5. (7) Reactant: [CH2:1]([N:5]1[C:10](=[O:11])[CH2:9][NH:8][C:7]([C:12]2[CH:17]=[CH:16][CH:15]=[CH:14][C:13]=2[OH:18])=N1)[CH2:2][CH2:3][CH3:4].[CH2:19](N(CC)CC)C.Cl[C:27](Cl)([O:29]C(=O)OC(Cl)(Cl)Cl)Cl. Product: [CH2:1]([N:5]1[CH:19]=[C:7]2[N:8]([C:27](=[O:29])[O:18][C:13]3[C:12]2=[CH:17][CH:16]=[CH:15][CH:14]=3)[CH2:9][C:10]1=[O:11])[CH2:2][CH2:3][CH3:4]. The catalyst class is: 4. (8) Reactant: [OH-].[Li+].[CH2:3]([N:5]1[CH2:9][CH2:8][CH2:7][C@@H:6]1[CH2:10][CH2:11][C:12]1[CH:17]=[C:16]([F:18])[CH:15]=[CH:14][C:13]=1[S:19]([NH:22][C:23]1[C:32]([C:33]([O:35]C)=[O:34])=[C:31]2[C:26]([C@H:27]3[CH2:37][C@H:28]3[CH2:29][O:30]2)=[CH:25][CH:24]=1)(=[O:21])=[O:20])[CH3:4].C(O)=O. Product: [CH2:3]([N:5]1[CH2:9][CH2:8][CH2:7][C@@H:6]1[CH2:10][CH2:11][C:12]1[CH:17]=[C:16]([F:18])[CH:15]=[CH:14][C:13]=1[S:19]([NH:22][C:23]1[C:32]([C:33]([OH:35])=[O:34])=[C:31]2[C:26]([C@H:27]3[CH2:37][C@H:28]3[CH2:29][O:30]2)=[CH:25][CH:24]=1)(=[O:20])=[O:21])[CH3:4]. The catalyst class is: 38. (9) Product: [CH3:25][O:24][C:4]1[CH:3]=[C:2]([C:28]2[CH:29]=[CH:30][CH:31]=[CH:32][C:27]=2[CH3:26])[CH:23]=[CH:22][C:5]=1[C:6]([N:8]1[C:14]2[CH:15]=[CH:16][CH:17]=[CH:18][C:13]=2[CH2:12][N:11]2[C:19]([C:36]([OH:38])=[O:37])=[CH:20][CH:21]=[C:10]2[CH2:9]1)=[O:7]. Reactant: I[C:2]1[CH:23]=[CH:22][C:5]([C:6]([N:8]2[C:14]3[CH:15]=[CH:16][CH:17]=[CH:18][C:13]=3[CH2:12][N:11]3[CH:19]=[CH:20][CH:21]=[C:10]3[CH2:9]2)=[O:7])=[C:4]([O:24][CH3:25])[CH:3]=1.[CH3:26][C:27]1[CH:32]=[CH:31][CH:30]=[CH:29][C:28]=1B(O)O.[C:36](=O)([O-:38])[O-:37].[Na+].[Na+]. The catalyst class is: 741. (10) Reactant: [CH:1]([S:3]([N:6]1[CH2:11][CH2:10][N:9]([C:12]2[CH:33]=[CH:32][C:15]([NH:16][C:17]3[N:22]=[C:21]([C:23]4[N:27]([CH:28]([CH3:30])[CH3:29])[C:26]([CH3:31])=[N:25][CH:24]=4)[CH:20]=[CH:19][N:18]=3)=[CH:14][CH:13]=2)[CH2:8][CH2:7]1)(=[O:5])=[O:4])=[CH2:2].[OH-].[Ba+2].[OH-].[O:37]1CCOCC1. Product: [OH:37][CH2:2][CH2:1][S:3]([N:6]1[CH2:11][CH2:10][N:9]([C:12]2[CH:33]=[CH:32][C:15]([NH:16][C:17]3[N:22]=[C:21]([C:23]4[N:27]([CH:28]([CH3:29])[CH3:30])[C:26]([CH3:31])=[N:25][CH:24]=4)[CH:20]=[CH:19][N:18]=3)=[CH:14][CH:13]=2)[CH2:8][CH2:7]1)(=[O:4])=[O:5]. The catalyst class is: 6.